From a dataset of Forward reaction prediction with 1.9M reactions from USPTO patents (1976-2016). Predict the product of the given reaction. (1) Given the reactants Br[CH2:2][C:3]1[CH:8]=[CH:7][C:6]([N:9]2[C:18]3[C:13](=[CH:14][C:15]([F:32])=[C:16]([N:20]4[CH2:25][CH2:24][N:23]([C:26]5[CH:31]=[CH:30][CH:29]=[CH:28][N:27]=5)[CH2:22][CH2:21]4)[C:17]=3[Cl:19])[C:12](=[O:33])[C:11]([C:34]([O:36][CH2:37][CH3:38])=[O:35])=[CH:10]2)=[CH:5][CH:4]=1.[CH:39]1([NH2:44])[CH2:43][CH2:42][CH2:41][CH2:40]1, predict the reaction product. The product is: [Cl:19][C:17]1[C:16]([N:20]2[CH2:25][CH2:24][N:23]([C:26]3[CH:31]=[CH:30][CH:29]=[CH:28][N:27]=3)[CH2:22][CH2:21]2)=[C:15]([F:32])[CH:14]=[C:13]2[C:18]=1[N:9]([C:6]1[CH:5]=[CH:4][C:3]([CH2:2][NH:44][CH:39]3[CH2:43][CH2:42][CH2:41][CH2:40]3)=[CH:8][CH:7]=1)[CH:10]=[C:11]([C:34]([O:36][CH2:37][CH3:38])=[O:35])[C:12]2=[O:33]. (2) Given the reactants [F:1][C:2]1[CH:7]=[C:6]([F:8])[CH:5]=[CH:4][C:3]=1[N:9]1[C:16]2[C@H:15]3[CH2:17][C@H:14]3[CH2:13][C:12]=2[C:11]([C:18](O)=[O:19])=[N:10]1.CN(C(ON1N=NC2C=CC=NC1=2)=[N+](C)C)C.F[P-](F)(F)(F)(F)F.C(N(CC)CC)C.[NH2:52][C@@H:53]([C:57]1[CH:62]=[CH:61][C:60]([F:63])=[CH:59][CH:58]=1)[CH2:54][CH2:55][OH:56], predict the reaction product. The product is: [F:63][C:60]1[CH:59]=[CH:58][C:57]([C@H:53]([NH:52][C:18]([C:11]2[C:12]3[CH2:13][C@@H:14]4[CH2:17][C@@H:15]4[C:16]=3[N:9]([C:3]3[CH:4]=[CH:5][C:6]([F:8])=[CH:7][C:2]=3[F:1])[N:10]=2)=[O:19])[CH2:54][CH2:55][OH:56])=[CH:62][CH:61]=1. (3) Given the reactants [NH2:1][C:2]1[CH:3]=[CH:4][C:5]([O:18][CH3:19])=[C:6]([NH:8][C:9](=[O:17])[CH2:10][N:11]2[CH2:16][CH2:15][O:14][CH2:13][CH2:12]2)[CH:7]=1.[C:20]1([C:26]2[NH:30][C:29]([C:31](O)=[O:32])=[CH:28][CH:27]=2)[CH:25]=[CH:24][CH:23]=[CH:22][CH:21]=1.C(N(C(C)C)CC)(C)C, predict the reaction product. The product is: [CH3:19][O:18][C:5]1[CH:4]=[CH:3][C:2]([NH:1][C:31]([C:29]2[NH:30][C:26]([C:20]3[CH:21]=[CH:22][CH:23]=[CH:24][CH:25]=3)=[CH:27][CH:28]=2)=[O:32])=[CH:7][C:6]=1[NH:8][C:9](=[O:17])[CH2:10][N:11]1[CH2:16][CH2:15][O:14][CH2:13][CH2:12]1. (4) Given the reactants [N:1]1([C:6]2[CH:11]=[CH:10][C:9]([NH2:12])=[C:8]([CH3:13])[CH:7]=2)[CH:5]=[CH:4][N:3]=[CH:2]1.[CH3:14][C:15]([O:17]C(C)=O)=O.[N+:21]([O-])([OH:23])=[O:22].[OH-].[NH4+], predict the reaction product. The product is: [N:1]1([C:6]2[CH:11]=[C:10]([N+:21]([O-:23])=[O:22])[C:9]([NH:12][C:15](=[O:17])[CH3:14])=[C:8]([CH3:13])[CH:7]=2)[CH:5]=[CH:4][N:3]=[CH:2]1. (5) Given the reactants [NH2:1][C:2]1[N:21]=[C:20]([CH2:22][O:23][CH3:24])[CH:19]=[CH:18][C:3]=1[C:4]([NH:6][CH2:7][C:8]1[O:9][C:10]2[CH:16]=[C:15]([OH:17])[CH:14]=[CH:13][C:11]=2[CH:12]=1)=[O:5].O[CH2:26][C:27]1[CH:32]=[CH:31][CH:30]=[CH:29][N:28]=1.C1(P(C2C=CC=CC=2)C2C=CC=CC=2)C=CC=CC=1.CCOC(/N=N/C(OCC)=O)=O, predict the reaction product. The product is: [NH2:1][C:2]1[N:21]=[C:20]([CH2:22][O:23][CH3:24])[CH:19]=[CH:18][C:3]=1[C:4]([NH:6][CH2:7][C:8]1[O:9][C:10]2[CH:16]=[C:15]([O:17][CH2:26][C:27]3[CH:32]=[CH:31][CH:30]=[CH:29][N:28]=3)[CH:14]=[CH:13][C:11]=2[CH:12]=1)=[O:5]. (6) Given the reactants C(OC(=O)[NH:7][C@H:8]([C:16](=[O:27])[NH:17][C:18]1([C:21]2[N:26]=[CH:25][CH:24]=[CH:23][N:22]=2)[CH2:20][CH2:19]1)[C@H:9]([O:11][C:12]([CH3:15])([CH3:14])[CH3:13])[CH3:10])(C)(C)C.[C:29]([OH:35])([C:31]([F:34])([F:33])[F:32])=[O:30], predict the reaction product. The product is: [F:32][C:31]([F:34])([F:33])[C:29]([OH:35])=[O:30].[NH2:7][C@@H:8]([C@H:9]([O:11][C:12]([CH3:13])([CH3:15])[CH3:14])[CH3:10])[C:16]([NH:17][C:18]1([C:21]2[N:26]=[CH:25][CH:24]=[CH:23][N:22]=2)[CH2:19][CH2:20]1)=[O:27]. (7) Given the reactants C(N1C=CN=C1)(N1C=CN=C1)=O.[O:13]1[C:17]2[CH:18]=[CH:19][CH:20]=[CH:21][C:16]=2[C:15]([CH2:22][C:23]([OH:25])=O)=[CH:14]1.[NH:26]1[CH2:31][CH2:30][CH:29]([C:32]([O:34][CH2:35][CH3:36])=[O:33])[CH2:28][CH2:27]1, predict the reaction product. The product is: [O:13]1[C:17]2[CH:18]=[CH:19][CH:20]=[CH:21][C:16]=2[C:15]([CH2:22][C:23]([N:26]2[CH2:31][CH2:30][CH:29]([C:32]([O:34][CH2:35][CH3:36])=[O:33])[CH2:28][CH2:27]2)=[O:25])=[CH:14]1. (8) Given the reactants [CH3:1][N:2]([CH3:22])[C:3]1[CH:8]=[CH:7][C:6]([C:9]2[O:10][C:11]3[C:16]([C:17](=[O:20])[C:18]=2[OH:19])=[CH:15][C:14]([CH3:21])=[CH:13][CH:12]=3)=[CH:5][CH:4]=1.[C:23]([O-])([O-])=O.[K+].[K+].COS(OC)(=O)=O.O, predict the reaction product. The product is: [CH3:1][N:2]([CH3:22])[C:3]1[CH:8]=[CH:7][C:6]([C:9]2[O:10][C:11]3[C:16]([C:17](=[O:20])[C:18]=2[O:19][CH3:23])=[CH:15][C:14]([CH3:21])=[CH:13][CH:12]=3)=[CH:5][CH:4]=1.